This data is from Retrosynthesis with 50K atom-mapped reactions and 10 reaction types from USPTO. The task is: Predict the reactants needed to synthesize the given product. (1) Given the product CCC1=[SH]C(=NC(=O)CC(C)C)N(c2cccc(C(F)(F)F)c2)C1, predict the reactants needed to synthesize it. The reactants are: CC(C)CC(=O)Cl.CCC1=[SH]C(=N)N(c2cccc(C(F)(F)F)c2)C1. (2) Given the product COc1nc(Nc2cc(NCC3CCNCC3)ncn2)cnc1C#N, predict the reactants needed to synthesize it. The reactants are: COc1nc(Nc2cc(NCC3CCN(C(=O)OC(C)(C)C)CC3)ncn2)cnc1C#N. (3) Given the product CSc1ccc(-c2cc(F)ccc2C=O)cc1, predict the reactants needed to synthesize it. The reactants are: CS.O=Cc1ccc(F)cc1-c1ccc(Cl)cc1. (4) The reactants are: CC(C)(Sc1cc(C(C)(C)C)c(O)c(C(C)(C)C)c1)Sc1cc(C(C)(C)C)c(O)c(C(C)(C)C)c1.CCOC1O[C@@H](CO)[C@H](CO)O1. Given the product CCOC1O[C@@H](CO)[C@H](COc2c(C(C)(C)C)cc(SC(C)(C)Sc3cc(C(C)(C)C)c(O)c(C(C)(C)C)c3)cc2C(C)(C)C)O1, predict the reactants needed to synthesize it. (5) Given the product CCCCCC(O)/C=C/c1scnc1CCCCCCC(=O)OC, predict the reactants needed to synthesize it. The reactants are: CCCCCC(=O)/C=C/c1scnc1CCCCCCC(=O)OC. (6) Given the product N#Cc1cccc(-c2csc(N)n2)c1, predict the reactants needed to synthesize it. The reactants are: N#Cc1cccc(C(=O)CBr)c1.NC(N)=S. (7) Given the product OCCCCCCCCCCCCCCCBr, predict the reactants needed to synthesize it. The reactants are: O=C(O)CCCCCCCCCCCCCCBr.